This data is from Full USPTO retrosynthesis dataset with 1.9M reactions from patents (1976-2016). The task is: Predict the reactants needed to synthesize the given product. (1) The reactants are: Br[C:2]1[CH:7]=[CH:6][C:5]([C:8]2[C:21]3[C:22]4=[C:23]5[C:18](=[CH:19][CH:20]=3)[CH:17]=[CH:16][C:15]([C:24]3[C:33]6[C:28](=[CH:29][CH:30]=[CH:31][CH:32]=6)[CH:27]=[CH:26][CH:25]=3)=[C:14]5[CH:13]=[CH:12][C:11]4=[CH:10][CH:9]=2)=[CH:4][CH:3]=1.[B:34]1([B:34]2[O:38][C:37]([CH3:40])([CH3:39])[C:36]([CH3:42])([CH3:41])[O:35]2)[O:38][C:37]([CH3:40])([CH3:39])[C:36]([CH3:42])([CH3:41])[O:35]1.C([O-])(=O)C.[K+]. Given the product [CH3:41][C:36]1([CH3:42])[C:37]([CH3:40])([CH3:39])[O:38][B:34]([C:2]2[CH:7]=[CH:6][C:5]([C:8]3[C:21]4[C:22]5=[C:23]6[C:18](=[CH:19][CH:20]=4)[CH:17]=[CH:16][C:15]([C:24]4[C:33]7[C:28](=[CH:29][CH:30]=[CH:31][CH:32]=7)[CH:27]=[CH:26][CH:25]=4)=[C:14]6[CH:13]=[CH:12][C:11]5=[CH:10][CH:9]=3)=[CH:4][CH:3]=2)[O:35]1, predict the reactants needed to synthesize it. (2) The reactants are: Cl.Cl.[NH2:3][C:4]1[CH:9]=[CH:8][C:7]([N:10]2[CH2:15][CH2:14][CH:13]([C:16]([OH:18])=[O:17])[CH2:12][CH2:11]2)=[CH:6][CH:5]=1.[OH-].[Na+].[C:21]([O:25][C:26](O[C:26]([O:25][C:21]([CH3:24])([CH3:23])[CH3:22])=[O:27])=[O:27])([CH3:24])([CH3:23])[CH3:22].S([O-])(O)(=O)=O.[K+]. Given the product [C:21]([O:25][C:26]([NH:3][C:4]1[CH:9]=[CH:8][C:7]([N:10]2[CH2:11][CH2:12][CH:13]([C:16]([OH:18])=[O:17])[CH2:14][CH2:15]2)=[CH:6][CH:5]=1)=[O:27])([CH3:24])([CH3:23])[CH3:22], predict the reactants needed to synthesize it.